This data is from Full USPTO retrosynthesis dataset with 1.9M reactions from patents (1976-2016). The task is: Predict the reactants needed to synthesize the given product. (1) Given the product [NH2:8][C:9]1[CH:10]=[CH:11][C:12]([CH2:13][NH:14][C:15]([NH:16][CH:17]([CH2:21][C:22]2[CH:27]=[CH:26][CH:25]=[C:24]([OH:28])[CH:23]=2)[C:18]([N:40]2[CH2:41][CH2:33][O:32][CH2:43][CH2:42]2)=[O:20])=[O:29])=[CH:30][CH:31]=1, predict the reactants needed to synthesize it. The reactants are: C(OC([NH:8][C:9]1[CH:31]=[CH:30][C:12]([CH2:13][NH:14][C:15](=[O:29])[NH:16][CH:17]([CH2:21][C:22]2[CH:27]=[CH:26][CH:25]=[C:24]([OH:28])[CH:23]=2)[C:18]([OH:20])=O)=[CH:11][CH:10]=1)=O)(C)(C)C.[OH:32][C:33]1[C:41]2[N:40]=NNC=2C=CC=1.[CH:42](N(C(C)C)CC)(C)[CH3:43].CN(C)CCCN=C=NCC. (2) Given the product [CH2:1]([C:8]1([C:29]([O:31][CH2:32][CH3:33])=[O:30])[CH2:9][CH2:10][N:11]([C:14]2[CH2:28][C:17]3([CH2:20][N:19]([CH2:43][C:41]4[CH:40]=[C:39]([O:45][CH2:46][CH3:47])[C:38]([C:48]5[CH:53]=[CH:52][C:51]([F:54])=[CH:50][CH:49]=5)=[C:37]([O:36][CH2:34][CH3:35])[CH:42]=4)[CH2:18]3)[O:16][N:15]=2)[CH2:12][CH2:13]1)[C:2]1[CH:7]=[CH:6][CH:5]=[CH:4][CH:3]=1, predict the reactants needed to synthesize it. The reactants are: [CH2:1]([C:8]1([C:29]([O:31][CH2:32][CH3:33])=[O:30])[CH2:13][CH2:12][N:11]([C:14]2[CH2:28][C:17]3([CH2:20][N:19](C(OC(C)(C)C)=O)[CH2:18]3)[O:16][N:15]=2)[CH2:10][CH2:9]1)[C:2]1[CH:7]=[CH:6][CH:5]=[CH:4][CH:3]=1.[CH2:34]([O:36][C:37]1[CH:42]=[C:41]([CH:43]=O)[CH:40]=[C:39]([O:45][CH2:46][CH3:47])[C:38]=1[C:48]1[CH:53]=[CH:52][C:51]([F:54])=[CH:50][CH:49]=1)[CH3:35].